Predict the reaction yield, written as a fraction of the theoretical maximum amount of product (1.0 means a 100% yield; for example, 0.34 means a 34% yield). From a dataset of Reaction yield outcomes from USPTO patents with 853,638 reactions. (1) The reactants are Br[CH2:2][C:3]([C:5]1[C:10]([CH3:11])=[CH:9][C:8]([O:12][C:13]2[CH:18]=[CH:17][C:16]([O:19][CH3:20])=[CH:15][CH:14]=2)=[CH:7][C:6]=1[CH3:21])=O.[NH2:22][C:23]([NH2:25])=[S:24]. The catalyst is CCO. The product is [CH3:20][O:19][C:16]1[CH:17]=[CH:18][C:13]([O:12][C:8]2[CH:9]=[C:10]([CH3:11])[C:5]([C:3]3[N:22]=[C:23]([NH2:25])[S:24][CH:2]=3)=[C:6]([CH3:21])[CH:7]=2)=[CH:14][CH:15]=1. The yield is 0.680. (2) The reactants are [C:1]([C:5]1[C:10]([N+:11]([O-])=O)=[CH:9][C:8]([OH:14])=[C:7]([Cl:15])[CH:6]=1)([CH3:4])([CH3:3])[CH3:2]. The catalyst is CO.[Ni]. The product is [C:1]([C:5]1[C:10]([NH2:11])=[CH:9][C:8]([OH:14])=[C:7]([Cl:15])[CH:6]=1)([CH3:4])([CH3:2])[CH3:3]. The yield is 0.780. (3) The reactants are [NH2:1][C:2]1([CH2:20][CH2:21][OH:22])[C:15]2[CH:14]=[C:13]([O:16][CH3:17])[CH:12]=[C:11]([F:18])[C:10]=2[O:9][C:8]2[C:3]1=[CH:4][C:5]([Br:19])=[CH:6][CH:7]=2.[N+:23]([C:26]1[CH:36]=[CH:35][C:29]([C:30]([N:32]=[C:33]=S)=[O:31])=[CH:28][CH:27]=1)([O-:25])=[O:24].C(Cl)CCl.O. The catalyst is C1COCC1. The product is [Br:19][C:5]1[CH:4]=[C:3]2[C:8]([O:9][C:10]3[C:11]([F:18])=[CH:12][C:13]([O:16][CH3:17])=[CH:14][C:15]=3[C:2]32[CH2:20][CH2:21][O:22][C:33]([NH:32][C:30](=[O:31])[C:29]2[CH:28]=[CH:27][C:26]([N+:23]([O-:25])=[O:24])=[CH:36][CH:35]=2)=[N:1]3)=[CH:7][CH:6]=1. The yield is 0.568. (4) The reactants are [CH3:1][C:2]1([CH3:25])[C:6]([C:7]2[CH:8]=[C:9]([CH:14]=[CH:15][C:16]=2OS(C(F)(F)F)(=O)=O)[C:10]([O:12][CH3:13])=[O:11])=[CH:5][CH2:4][CH2:3]1.[CH2:26]([O:28][C:29]1[CH:30]=[CH:31][C:32]([F:38])=[C:33](B(O)O)[CH:34]=1)[CH3:27].C(=O)([O-])[O-].[K+].[K+]. The catalyst is CN(C=O)C.[Cl-].[Na+].O.C1C=CC([P]([Pd]([P](C2C=CC=CC=2)(C2C=CC=CC=2)C2C=CC=CC=2)([P](C2C=CC=CC=2)(C2C=CC=CC=2)C2C=CC=CC=2)[P](C2C=CC=CC=2)(C2C=CC=CC=2)C2C=CC=CC=2)(C2C=CC=CC=2)C2C=CC=CC=2)=CC=1. The product is [CH3:1][C:2]1([CH3:25])[C:6]([C:7]2[CH:8]=[C:9]([C:10]([O:12][CH3:13])=[O:11])[CH:14]=[CH:15][C:16]=2[C:33]2[CH:34]=[C:29]([O:28][CH2:26][CH3:27])[CH:30]=[CH:31][C:32]=2[F:38])=[CH:5][CH2:4][CH2:3]1. The yield is 0.900.